From a dataset of Choline transporter screen with 302,306 compounds. Binary Classification. Given a drug SMILES string, predict its activity (active/inactive) in a high-throughput screening assay against a specified biological target. (1) The molecule is Fc1ccc(NC(=O)CN2CCN(CC2)c2ncccc2)cc1. The result is 0 (inactive). (2) The compound is S(=O)(=O)(NCC(CCC(O)=O)C(F)(F)F)c1ccc(NC(=O)C)cc1. The result is 0 (inactive). (3) The result is 0 (inactive). The compound is s1c(C(N2CCC(CC2)C(OCC)=O)c2sccc2)c(O)n2nc(nc12)C. (4) The compound is O(C(=O)C(n1nc(nn1)c1ccc(OCCCC)cc1)(C)C)C. The result is 0 (inactive). (5) The molecule is O(c1n(nc2c1ccc(c2)C(=O)NCc1cc2OCOc2cc1)CC)CC. The result is 0 (inactive). (6) The drug is Clc1ccc(C2c3c(OC(=O)C2)cc(O)cc3O)cc1. The result is 0 (inactive).